This data is from Forward reaction prediction with 1.9M reactions from USPTO patents (1976-2016). The task is: Predict the product of the given reaction. (1) Given the reactants [F:1][C:2]1[CH:7]=[C:6]([O:8][CH3:9])[CH:5]=[CH:4][C:3]=1[N:10]([CH3:25])[C:11]1[C:20]2[C:15](=[CH:16][CH:17]=[C:18]([N+:21]([O-])=O)[CH:19]=2)[N:14]=[C:13]([CH3:24])[N:12]=1.[H][H], predict the reaction product. The product is: [F:1][C:2]1[CH:7]=[C:6]([O:8][CH3:9])[CH:5]=[CH:4][C:3]=1[N:10]([CH3:25])[C:11]1[C:20]2[C:15](=[CH:16][CH:17]=[C:18]([NH2:21])[CH:19]=2)[N:14]=[C:13]([CH3:24])[N:12]=1. (2) The product is: [Cl:1][C:2]1[CH:3]=[C:4]([C:8]#[C:9][C:10]2[CH:14]3[CH2:15][CH2:16][N:17]([C:32]([N:29]4[CH2:30][CH2:31][N:26]([CH3:25])[CH2:27][CH2:28]4)=[O:33])[CH:13]3[O:12][N:11]=2)[CH:5]=[CH:6][CH:7]=1. Given the reactants [Cl:1][C:2]1[CH:3]=[C:4]([C:8]#[C:9][C:10]2[NH:11][O:12][CH:13]3[NH:17][CH2:16][CH2:15][C:14]=23)[CH:5]=[CH:6][CH:7]=1.C(N(CC)CC)C.[CH3:25][N:26]1[CH2:31][CH2:30][N:29]([C:32](Cl)=[O:33])[CH2:28][CH2:27]1.O, predict the reaction product. (3) Given the reactants [Cl:1][C:2]1[CH:3]=[C:4]([CH:16]=[CH:17][C:18]=1[Cl:19])[CH2:5][C:6]1[CH:7]=[N:8][C:9]2[N:10]([N:12]=[CH:13][C:14]=2[NH2:15])[CH:11]=1.[CH2:20]([N:26]=[C:27]=[O:28])[C:21]1[O:25][CH:24]=[CH:23][CH:22]=1, predict the reaction product. The product is: [Cl:1][C:2]1[CH:3]=[C:4]([CH:16]=[CH:17][C:18]=1[Cl:19])[CH2:5][C:6]1[CH:7]=[N:8][C:9]2[N:10]([N:12]=[CH:13][C:14]=2[NH:15][C:27]([NH:26][CH2:20][C:21]2[O:25][CH:24]=[CH:23][CH:22]=2)=[O:28])[CH:11]=1. (4) Given the reactants C(=O)([O-])[O-].[Cs+].[Cs+].[CH2:7]([N:9]1[C:13]2[CH:14]=[CH:15][CH:16]=[CH:17][C:12]=2[NH:11][CH:10]1[CH2:18][C:19]#[N:20])[CH3:8].[Cl:21][C:22]1[N:27]=[C:26](Cl)[C:25]([CH3:29])=[CH:24][N:23]=1.O, predict the reaction product. The product is: [Cl:21][C:22]1[N:27]=[C:26]([CH:18]([CH:10]2[N:9]([CH2:7][CH3:8])[C:13]3[CH:14]=[CH:15][CH:16]=[CH:17][C:12]=3[NH:11]2)[C:19]#[N:20])[C:25]([CH3:29])=[CH:24][N:23]=1.